Dataset: Forward reaction prediction with 1.9M reactions from USPTO patents (1976-2016). Task: Predict the product of the given reaction. (1) Given the reactants [NH2:1][C:2]1[S:3][CH:4]=[CH:5][N:6]=1.N[CH:8]1[CH2:13][CH2:12][N:11]([C:14]([O:16][C:17]([CH3:20])([CH3:19])[CH3:18])=[O:15])[CH2:10][CH2:9]1.C(O[BH-](OC(=O)C)OC(=O)C)(=O)C.[Na+].C(O)(=O)C, predict the reaction product. The product is: [C:17]([O:16][C:14]([N:11]1[CH2:12][CH2:13][CH:8]([NH:1][C:2]2[S:3][CH:4]=[CH:5][N:6]=2)[CH2:9][CH2:10]1)=[O:15])([CH3:20])([CH3:18])[CH3:19]. (2) Given the reactants [CH2:1]([OH:6])[CH2:2][CH2:3][CH2:4][CH3:5].[OH-].C([N+](C[CH2:22][CH2:23][CH3:24])(CCCC)CCCC)CCC.[OH-].[Na+].Cl[CH:28]=CC, predict the reaction product. The product is: [CH3:28][C:23](=[CH2:22])[CH2:24][O:6][CH2:1][CH2:2][CH2:3][CH2:4][CH3:5]. (3) Given the reactants [Cl:1][C:2]1[CH:8]=[CH:7][C:5]([NH2:6])=[C:4]([F:9])[CH:3]=1.[S:10]1(=[O:16])(=[O:15])[CH2:14][CH:13]=[CH:12][CH2:11]1.C(=O)([O-])[O-].[Cs+].[Cs+].O, predict the reaction product. The product is: [Cl:1][C:2]1[CH:8]=[CH:7][C:5]([NH:6][CH:12]2[CH2:13][CH2:14][S:10](=[O:16])(=[O:15])[CH2:11]2)=[C:4]([F:9])[CH:3]=1. (4) The product is: [Cl:37][C:24]1[CH:23]=[CH:22][C:21]([NH:20][S:12]([C:10]2[S:11][C:7]([C:6]3[N:2]([CH3:1])[N:3]=[C:4]([C:16]([F:19])([F:18])[F:17])[CH:5]=3)=[CH:8][CH:9]=2)(=[O:14])=[O:13])=[CH:26][C:25]=1[NH:27][C:28]([NH:30][C:31]1[CH:32]=[CH:33][CH:34]=[CH:35][CH:36]=1)=[O:29]. Given the reactants [CH3:1][N:2]1[C:6]([C:7]2[S:11][C:10]([S:12](Cl)(=[O:14])=[O:13])=[CH:9][CH:8]=2)=[CH:5][C:4]([C:16]([F:19])([F:18])[F:17])=[N:3]1.[NH2:20][C:21]1[CH:22]=[CH:23][C:24]([Cl:37])=[C:25]([NH:27][C:28]([NH:30][C:31]2[CH:36]=[CH:35][CH:34]=[CH:33][CH:32]=2)=[O:29])[CH:26]=1, predict the reaction product.